From a dataset of Forward reaction prediction with 1.9M reactions from USPTO patents (1976-2016). Predict the product of the given reaction. Given the reactants [OH:1][C:2]1[CH:11]=[C:10]2[C:5]([CH:6]=[CH:7][C:8]([C:12]#[N:13])=[CH:9]2)=[CH:4][CH:3]=1.C(=O)([O-])[O-].[Cs+].[Cs+].Br[CH:21]([CH2:33][CH3:34])[C:22]([NH:24][C:25]([CH3:32])([CH3:31])[CH2:26][O:27][CH2:28][O:29][CH3:30])=[O:23], predict the reaction product. The product is: [C:12]([C:8]1[CH:9]=[C:10]2[C:5]([CH:4]=[CH:3][C:2]([O:1][CH:21]([CH2:33][CH3:34])[C:22]([NH:24][C:25]([CH3:32])([CH3:31])[CH2:26][O:27][CH2:28][O:29][CH3:30])=[O:23])=[CH:11]2)=[CH:6][CH:7]=1)#[N:13].